The task is: Predict the reactants needed to synthesize the given product.. This data is from Full USPTO retrosynthesis dataset with 1.9M reactions from patents (1976-2016). Given the product [CH2:19]([O:11][C:10]([C:3]1[C:4]2[C:9](=[CH:8][CH:7]=[CH:6][CH:5]=2)[NH:1][CH:2]=1)=[O:12])[C:20]1[CH:25]=[CH:24][CH:23]=[CH:22][CH:21]=1, predict the reactants needed to synthesize it. The reactants are: [NH:1]1[C:9]2[C:4](=[CH:5][CH:6]=[CH:7][CH:8]=2)[C:3]([C:10]([OH:12])=[O:11])=[CH:2]1.C(=O)([O-])[O-].[Cs+].[Cs+].[CH2:19](Br)[C:20]1[CH:25]=[CH:24][CH:23]=[CH:22][CH:21]=1.O.